Dataset: Full USPTO retrosynthesis dataset with 1.9M reactions from patents (1976-2016). Task: Predict the reactants needed to synthesize the given product. (1) Given the product [C:17]([O:21][C:22](=[O:25])[CH2:23][O:16][C:13]1[CH:14]=[N:15][C:10]([C:5]2[CH:6]=[CH:7][CH:8]=[CH:9][C:4]=2[F:3])=[CH:11][CH:12]=1)([CH3:20])([CH3:19])[CH3:18], predict the reactants needed to synthesize it. The reactants are: [H-].[Na+].[F:3][C:4]1[CH:9]=[CH:8][CH:7]=[CH:6][C:5]=1[C:10]1[N:15]=[CH:14][C:13]([OH:16])=[CH:12][CH:11]=1.[C:17]([O:21][C:22](=[O:25])[CH2:23]Br)([CH3:20])([CH3:19])[CH3:18]. (2) Given the product [C:1]1([CH2:7][O:8][C:9]([N:11]2[CH2:12][CH:13]=[C:14]([C:17]3[CH:18]=[CH:19][C:20]([NH:23][C:24]([O:26][CH2:27][C:28]4[CH:33]=[CH:32][CH:31]=[CH:30][CH:29]=4)=[O:25])=[CH:21][CH:22]=3)[CH2:15][CH2:16]2)=[O:10])[CH:6]=[CH:5][CH:4]=[CH:3][CH:2]=1, predict the reactants needed to synthesize it. The reactants are: [C:1]1([CH2:7][O:8][C:9]([N:11]2[CH2:16][CH2:15][C:14](O)([C:17]3[CH:22]=[CH:21][C:20]([NH:23][C:24]([O:26][CH2:27][C:28]4[CH:33]=[CH:32][CH:31]=[CH:30][CH:29]=4)=[O:25])=[CH:19][CH:18]=3)[CH2:13][CH2:12]2)=[O:10])[CH:6]=[CH:5][CH:4]=[CH:3][CH:2]=1.FC(F)(F)C(O)=O. (3) Given the product [CH3:20][N:21]([CH3:25])[CH2:22][CH2:23][N:9]1[C:10]2[C:6](=[CH:5][C:4]([N+:1]([O-:3])=[O:2])=[CH:12][CH:11]=2)[CH:7]=[N:8]1, predict the reactants needed to synthesize it. The reactants are: [N+:1]([C:4]1[CH:5]=[C:6]2[C:10](=[CH:11][CH:12]=1)[NH:9][N:8]=[CH:7]2)([O-:3])=[O:2].C(=O)([O-])[O-].[K+].[K+].Cl.[CH3:20][N:21]([CH3:25])[CH2:22][CH2:23]Cl. (4) Given the product [N:1]1([S:7]([C:10]2[CH:11]=[C:12]([CH2:13][OH:14])[CH:16]=[CH:17][CH:18]=2)(=[O:9])=[O:8])[CH2:2][CH2:3][CH2:4][CH2:5][CH2:6]1, predict the reactants needed to synthesize it. The reactants are: [N:1]1([S:7]([C:10]2[CH:11]=[C:12]([CH:16]=[CH:17][CH:18]=2)[C:13](O)=[O:14])(=[O:9])=[O:8])[CH2:6][CH2:5][CH2:4][CH2:3][CH2:2]1.[BH4-].[Na+]. (5) Given the product [CH:22]1([O:21][C:15]2[CH:14]=[C:13]([CH:11]3[CH2:12][N:8]([C:4]4[CH:5]=[CH:6][CH:7]=[C:2]([NH:1][CH2:33][CH:30]5[CH2:31][CH2:32][O:28][CH2:29]5)[CH:3]=4)[C:9](=[O:27])[CH2:10]3)[CH:18]=[CH:17][C:16]=2[O:19][CH3:20])[CH2:26][CH2:25][CH2:24][CH2:23]1, predict the reactants needed to synthesize it. The reactants are: [NH2:1][C:2]1[CH:3]=[C:4]([N:8]2[CH2:12][CH:11]([C:13]3[CH:18]=[CH:17][C:16]([O:19][CH3:20])=[C:15]([O:21][CH:22]4[CH2:26][CH2:25][CH2:24][CH2:23]4)[CH:14]=3)[CH2:10][C:9]2=[O:27])[CH:5]=[CH:6][CH:7]=1.[O:28]1[CH2:32][CH2:31][CH:30]([CH2:33]C=O)[CH2:29]1.[BH-](OC(C)=O)(OC(C)=O)OC(C)=O.[Na+].CC(O)=O. (6) The reactants are: C([O:8][C:9]1[CH:14]=[C:13]([C:15]#[C:16][CH2:17][CH:18]2[CH2:22][CH2:21][CH2:20][S:19]2(=[O:24])=[O:23])[CH:12]=[CH:11][C:10]=1[N:25]1[S:29](=[O:31])(=[O:30])[NH:28][C:27](=[O:32])[CH2:26]1)C1C=CC=CC=1.B(Br)(Br)Br. Given the product [O:24]=[S:19]1(=[O:23])[CH2:20][CH2:21][CH2:22][CH:18]1[CH2:17][C:16]#[C:15][C:13]1[CH:12]=[CH:11][C:10]([N:25]2[S:29](=[O:31])(=[O:30])[NH:28][C:27](=[O:32])[CH2:26]2)=[C:9]([OH:8])[CH:14]=1, predict the reactants needed to synthesize it. (7) Given the product [C:11]1([S:8]([NH:7][CH2:6][CH2:5][C:4]([OH:17])=[O:3])(=[O:10])=[O:9])[CH:12]=[CH:13][CH:14]=[CH:15][CH:16]=1, predict the reactants needed to synthesize it. The reactants are: C([O:3][C:4](=[O:17])[CH2:5][CH2:6][NH:7][S:8]([C:11]1[CH:16]=[CH:15][CH:14]=[CH:13][CH:12]=1)(=[O:10])=[O:9])C.[OH-].[Na+].O.